From a dataset of Full USPTO retrosynthesis dataset with 1.9M reactions from patents (1976-2016). Predict the reactants needed to synthesize the given product. Given the product [F:1][C:2]1[CH:3]=[CH:4][C:5]([O:6][CH2:7][C:8]2[N:9]=[C:10]3[S:17][C:16]([CH3:18])=[C:15]([CH2:19][CH2:20][CH2:21][OH:22])[N:11]3[C:12](=[O:14])[CH:13]=2)=[CH:26][CH:27]=1, predict the reactants needed to synthesize it. The reactants are: [F:1][C:2]1[CH:27]=[CH:26][C:5]([O:6][CH2:7][C:8]2[N:9]=[C:10]3[S:17][C:16]([CH3:18])=[C:15]([CH2:19][CH2:20][C:21](OCC)=[O:22])[N:11]3[C:12](=[O:14])[CH:13]=2)=[CH:4][CH:3]=1.[BH4-].[Li+].